Dataset: Reaction yield outcomes from USPTO patents with 853,638 reactions. Task: Predict the reaction yield, written as a fraction of the theoretical maximum amount of product (1.0 means a 100% yield; for example, 0.34 means a 34% yield). (1) The reactants are [OH:1][C:2]1[CH:10]=[CH:9][C:5]([C:6]([OH:8])=[O:7])=[CH:4][C:3]=1[CH3:11].[CH3:12]N(C=O)C.S(Cl)(Cl)=O. The catalyst is CO. The product is [OH:1][C:2]1[CH:10]=[CH:9][C:5]([C:6]([O:8][CH3:12])=[O:7])=[CH:4][C:3]=1[CH3:11]. The yield is 0.960. (2) The reactants are FC(F)(F)C(O)=O.[Cl:8][C:9]1[CH:14]=[C:13]([Cl:15])[CH:12]=[CH:11][C:10]=1[C:16]1[CH:24]=[CH:23][C:22]2[NH:21][CH:20]3[CH2:25][CH2:26][N:27](C(OC(C)(C)C)=O)[CH2:28][CH:19]3[C:18]=2[CH:17]=1. The catalyst is ClCCl. The product is [Cl:8][C:9]1[CH:14]=[C:13]([Cl:15])[CH:12]=[CH:11][C:10]=1[C:16]1[CH:24]=[CH:23][C:22]2[NH:21][CH:20]3[CH2:25][CH2:26][NH:27][CH2:28][CH:19]3[C:18]=2[CH:17]=1. The yield is 0.620. (3) The reactants are [C:1]([CH:6]=[C:7]1[CH2:12][CH2:11][N:10]([C:13]2[CH:18]=[CH:17][C:16]([N:19]3[CH2:23][C@H:22]([CH2:24][NH:25][C:26](=[O:28])[CH3:27])[O:21][C:20]3=[O:29])=[CH:15][C:14]=2[F:30])[CH2:9][CH2:8]1)([O:3]CC)=[O:2].ClC1C=CC=C([C:38](OO)=[O:39])C=1.Cl[CH2:43]Cl. No catalyst specified. The product is [C:1]([CH:6]1[C:7]2([CH2:8][CH2:9][N:10]([C:13]3[CH:18]=[CH:17][C:16]([N:19]4[CH2:23][C@H:22]([CH2:24][NH:25][C:26](=[O:28])[CH3:27])[O:21][C:20]4=[O:29])=[CH:15][C:14]=3[F:30])[CH2:11][CH2:12]2)[CH2:43]1)([O:3][O:39][CH3:38])=[O:2]. The yield is 0.370. (4) The reactants are [NH2:1][C:2]1[N:7]2[N:8]=[CH:9][C:10]([CH:11]=[C:12]3[NH:16][C:15](=[O:17])[NH:14][C:13]3=[O:18])=[C:6]2[N:5]=[C:4]([NH:19][C:20]2[CH:25]=[CH:24][CH:23]=[C:22]([Cl:26])[CH:21]=2)[CH:3]=1.CN(C(ON1N=NC2C=CC=CC1=2)=[N+](C)C)C.F[P-](F)(F)(F)(F)F.CCN(C(C)C)C(C)C.C(OC([N:67]1[CH2:72][CH2:71][CH:70]([C:73](O)=[O:74])[CH2:69][CH2:68]1)=O)(C)(C)C. The catalyst is O.CN(C=O)C. The product is [Cl:26][C:22]1[CH:21]=[C:20]([NH:19][C:4]2[CH:3]=[C:2]([NH:1][C:73]([CH:70]3[CH2:71][CH2:72][NH:67][CH2:68][CH2:69]3)=[O:74])[N:7]3[N:8]=[CH:9][C:10]([CH:11]=[C:12]4[C:13](=[O:18])[NH:14][C:15](=[O:17])[NH:16]4)=[C:6]3[N:5]=2)[CH:25]=[CH:24][CH:23]=1. The yield is 0.0200. (5) The catalyst is CO. The reactants are C[O:2][C:3]([C:5]1([C:8]2[CH:9]=[CH:10][C:11]3[O:15][CH2:14][C:13]([CH3:17])([CH3:16])[C:12]=3[CH:18]=2)[CH2:7][CH2:6]1)=[O:4].[Li+].[OH-].Cl. The yield is 0.410. The product is [CH3:16][C:13]1([CH3:17])[C:12]2[CH:18]=[C:8]([C:5]3([C:3]([OH:4])=[O:2])[CH2:6][CH2:7]3)[CH:9]=[CH:10][C:11]=2[O:15][CH2:14]1. (6) The catalyst is CS(C)=O. The product is [F:33][C:24]1[CH:25]=[C:26]([S:29]([CH3:32])(=[O:31])=[O:30])[CH:27]=[CH:28][C:23]=1[NH:1][C@H:2]1[CH2:7][CH2:6][CH2:5][N:4]([CH:8]2[CH2:9][CH2:10][N:11]([C:14]([O:16][C:17]([CH3:18])([CH3:20])[CH3:19])=[O:15])[CH2:12][CH2:13]2)[C:3]1=[O:21]. The yield is 0.431. The reactants are [NH2:1][C@H:2]1[CH2:7][CH2:6][CH2:5][N:4]([CH:8]2[CH2:13][CH2:12][N:11]([C:14]([O:16][C:17]([CH3:20])([CH3:19])[CH3:18])=[O:15])[CH2:10][CH2:9]2)[C:3]1=[O:21].F[C:23]1[CH:28]=[CH:27][C:26]([S:29]([CH3:32])(=[O:31])=[O:30])=[CH:25][C:24]=1[F:33].C([O-])([O-])=O.[Na+].[Na+].O.